Dataset: Experimentally validated miRNA-target interactions with 360,000+ pairs, plus equal number of negative samples. Task: Binary Classification. Given a miRNA mature sequence and a target amino acid sequence, predict their likelihood of interaction. (1) The miRNA is mmu-miR-3057-5p with sequence AUUGGAGCUGAGAUUCUGCGGGAU. The protein sequence of the target gene is MLWFSGVGALAERYCRRSPGITCCVLLLLNCSGVPMSLASSFLTGSVAKCENEGEVLQIPFITDNPCIMCVCLNKEVTCKREKCPVLSRDCALAIKQRGACCEQCKGCTYEGNTYNSSFKWQSPAEPCVLRQCQEGVVTESGVRCVVHCKNPLEHLGMCCPTCPGCVFEGVQYQEGEEFQPEGSKCTKCSCTGGRTQCVREVCPILSCPQHLSHIPPGQCCPKCLGQRKVFDLPFGSCLFRSDVYDNGSSFLYDNCTACTCRDSTVVCKRKCSHPGGCDQGQEGCCEECLLRVPPEDIKV.... Result: 0 (no interaction). (2) The miRNA is hsa-miR-6888-5p with sequence AAGGAGAUGCUCAGGCAGAU. The protein sequence of the target gene is MAELDIGQHCQVQHCRQRDFLPFVCDGCSGIFCLEHRSKDSHGCSEVNVVKERPKTDEHKSYSCSFKGCTDVELVAVICPYCEKNFCLRHRHQSDHDCEKLEVAKPRMAATQKLVRDIVDAKTGGAASKGRKGAKSSGTAAKVALMKLKMHADGDKSLPQTERTYFQVYLPKGSKEKSKAMFFCLRWSIGKVVDFAASLANLRNENNKLTAKKLRLCHVPSGEALPLDHTLERWITKEECPLYNGGNVILEYLNDEEQFLKNVDSYLE. Result: 0 (no interaction).